Dataset: NCI-60 drug combinations with 297,098 pairs across 59 cell lines. Task: Regression. Given two drug SMILES strings and cell line genomic features, predict the synergy score measuring deviation from expected non-interaction effect. (1) Drug 1: CCC1=C2CN3C(=CC4=C(C3=O)COC(=O)C4(CC)O)C2=NC5=C1C=C(C=C5)O. Synergy scores: CSS=38.9, Synergy_ZIP=3.76, Synergy_Bliss=2.84, Synergy_Loewe=-37.3, Synergy_HSA=1.95. Drug 2: CC(C)(C#N)C1=CC(=CC(=C1)CN2C=NC=N2)C(C)(C)C#N. Cell line: OVCAR-8. (2) Drug 2: CC1CCCC2(C(O2)CC(NC(=O)CC(C(C(=O)C(C1O)C)(C)C)O)C(=CC3=CSC(=N3)C)C)C. Synergy scores: CSS=83.6, Synergy_ZIP=0.831, Synergy_Bliss=-0.147, Synergy_Loewe=-15.7, Synergy_HSA=-0.680. Drug 1: CCCCC(=O)OCC(=O)C1(CC(C2=C(C1)C(=C3C(=C2O)C(=O)C4=C(C3=O)C=CC=C4OC)O)OC5CC(C(C(O5)C)O)NC(=O)C(F)(F)F)O. Cell line: MOLT-4.